From a dataset of Full USPTO retrosynthesis dataset with 1.9M reactions from patents (1976-2016). Predict the reactants needed to synthesize the given product. (1) Given the product [CH3:1][C:2]1[C:7]([CH3:8])=[CH:6][CH:5]=[CH:4][C:3]=1[N:9]1[C:17](=[O:18])[C:16]2[C@@H:15]3[C:19]([CH3:21])([CH3:20])[C@@:12]([CH3:22])([CH2:13][CH2:14]3)[C:11]=2[N:10]1[CH3:25], predict the reactants needed to synthesize it. The reactants are: [CH3:1][C:2]1[C:7]([CH3:8])=[CH:6][CH:5]=[CH:4][C:3]=1[N:9]1[C:17](=[O:18])[C:16]2[C@@H:15]3[C:19]([CH3:21])([CH3:20])[C@@:12]([CH3:22])([CH2:13][CH2:14]3)[C:11]=2[NH:10]1.IC.[C:25](=O)(O)[O-].[Na+]. (2) Given the product [CH3:1][O:2][C:3]1[CH:21]=[CH:20][C:6]([C:7]([C:9]2[C:18](=[O:19])[C:17]3[C:12](=[CH:13][CH:14]=[CH:15][CH:16]=3)[N:11]([CH2:24][C:25]3[CH:30]=[CH:29][CH:28]=[C:27]([C:31]([F:33])([F:32])[F:34])[N:26]=3)[CH:10]=2)=[O:8])=[CH:5][C:4]=1[CH3:22], predict the reactants needed to synthesize it. The reactants are: [CH3:1][O:2][C:3]1[CH:21]=[CH:20][C:6]([C:7]([C:9]2[C:18](=[O:19])[C:17]3[C:12](=[CH:13][CH:14]=[CH:15][CH:16]=3)[NH:11][CH:10]=2)=[O:8])=[CH:5][C:4]=1[CH3:22].Br[CH2:24][C:25]1[CH:30]=[CH:29][CH:28]=[C:27]([C:31]([F:34])([F:33])[F:32])[N:26]=1. (3) Given the product [CH2:36]([C:40]1([C:50]2[CH:55]=[CH:54][CH:53]=[CH:52][CH:51]=2)[C:44]2[CH2:45][N:46]([C:2]([NH:20][CH2:21][C:22]3[CH:27]=[CH:26][CH:25]=[CH:24][C:23]=3[NH:28][C:29](=[O:35])[O:30][C:31]([CH3:32])([CH3:34])[CH3:33])=[O:4])[CH2:47][CH2:48][C:43]=2[C:42](=[O:49])[O:41]1)[CH:37]([CH3:39])[CH3:38], predict the reactants needed to synthesize it. The reactants are: Cl[C:2](Cl)([O:4]C(=O)OC(Cl)(Cl)Cl)Cl.C(N(CC)CC)C.[NH2:20][CH2:21][C:22]1[CH:27]=[CH:26][CH:25]=[CH:24][C:23]=1[NH:28][C:29](=[O:35])[O:30][C:31]([CH3:34])([CH3:33])[CH3:32].[CH2:36]([C:40]1([C:50]2[CH:55]=[CH:54][CH:53]=[CH:52][CH:51]=2)[C:44]2[CH2:45][NH:46][CH2:47][CH2:48][C:43]=2[C:42](=[O:49])[O:41]1)[CH:37]([CH3:39])[CH3:38].FC1C=CC(C2(CC(C)C)C3CNCCC=3C(=O)O2)=CC=1.